From a dataset of Forward reaction prediction with 1.9M reactions from USPTO patents (1976-2016). Predict the product of the given reaction. Given the reactants CS(O[CH2:6][CH2:7][NH:8][S:9]([C:12]1[CH:17]=[CH:16][C:15]([C:18]2[C:19]3[C:20]4[CH2:33][CH2:32][CH2:31][C:21]=4[C:22](=[O:30])[NH:23][C:24]=3[CH:25]=[CH:26][C:27]=2[O:28]C)=[CH:14][CH:13]=1)(=[O:11])=[O:10])(=O)=O.[Cl-:34].[Al+3].[Cl-].[Cl-], predict the reaction product. The product is: [Cl:34][CH2:6][CH2:7][NH:8][S:9]([C:12]1[CH:17]=[CH:16][C:15]([C:18]2[C:19]3[C:20]4[CH2:33][CH2:32][CH2:31][C:21]=4[C:22](=[O:30])[NH:23][C:24]=3[CH:25]=[CH:26][C:27]=2[OH:28])=[CH:14][CH:13]=1)(=[O:11])=[O:10].